Dataset: Reaction yield outcomes from USPTO patents with 853,638 reactions. Task: Predict the reaction yield, written as a fraction of the theoretical maximum amount of product (1.0 means a 100% yield; for example, 0.34 means a 34% yield). (1) The reactants are [Cl:1][C:2]1[N:3]=[CH:4][C:5]2[CH:10]=[C:9]([C:11]([OH:13])=O)[N:8]([CH:14]3[CH2:18][CH2:17][CH2:16][CH2:15]3)[C:6]=2[N:7]=1.[CH3:19][N:20](C(ON1N=NC2C=CC=CC1=2)=[N+](C)C)[CH3:21].F[P-](F)(F)(F)(F)F.C(N(C(C)C)CC)(C)C.CNC.C(O)C. The catalyst is CN(C)C=O.C(OCC)(=O)C. The product is [CH3:19][N:20]([CH3:21])[C:11]([C:9]1[N:8]([CH:14]2[CH2:18][CH2:17][CH2:16][CH2:15]2)[C:6]2[N:7]=[C:2]([Cl:1])[N:3]=[CH:4][C:5]=2[CH:10]=1)=[O:13]. The yield is 0.790. (2) The reactants are [Cl-].[Al+3].[Cl-].[Cl-].[H-].[Al+3].[Li+].[H-].[H-].[H-].[CH:11]([C:14]1[CH:19]=[CH:18][C:17]([CH:20]2[C:24]3[C:25]([CH3:43])=[C:26]([NH:31][C:32](=O)[CH2:33][C:34]4[CH:39]=[CH:38][C:37]([O:40][CH3:41])=[CH:36][CH:35]=4)[C:27]([CH3:30])=[C:28]([CH3:29])[C:23]=3[O:22][C:21]2([CH3:45])[CH3:44])=[CH:16][CH:15]=1)([CH3:13])[CH3:12].[OH-].[Na+]. The catalyst is C1COCC1. The product is [CH:11]([C:14]1[CH:15]=[CH:16][C:17]([CH:20]2[C:24]3[C:25]([CH3:43])=[C:26]([NH:31][CH2:32][CH2:33][C:34]4[CH:35]=[CH:36][C:37]([O:40][CH3:41])=[CH:38][CH:39]=4)[C:27]([CH3:30])=[C:28]([CH3:29])[C:23]=3[O:22][C:21]2([CH3:45])[CH3:44])=[CH:18][CH:19]=1)([CH3:13])[CH3:12]. The yield is 0.430. (3) The reactants are [Cl:1][C:2]1[CH:3]=[C:4]([C:10]2[C:11]([CH:17]=[O:18])=[CH:12][C:13]([OH:16])=[CH:14][CH:15]=2)[CH:5]=[CH:6][C:7]=1[O:8][CH3:9].N1C=CC=CC=1.[S:25](O[S:25]([C:28]([F:31])([F:30])[F:29])(=[O:27])=[O:26])([C:28]([F:31])([F:30])[F:29])(=[O:27])=[O:26]. The catalyst is C(Cl)Cl. The product is [F:29][C:28]([F:31])([F:30])[S:25]([O:16][C:13]1[CH:14]=[CH:15][C:10]([C:4]2[CH:5]=[CH:6][C:7]([O:8][CH3:9])=[C:2]([Cl:1])[CH:3]=2)=[C:11]([CH:17]=[O:18])[CH:12]=1)(=[O:27])=[O:26]. The yield is 0.930. (4) The reactants are [C:1]([CH2:4][CH2:5][C:6]1[C:7]([CH3:34])=[C:8](C(O)=O)[NH:9][C:10]=1[CH:11]=[C:12]1[C:20]2[C:15](=[CH:16][C:17]([C:21]3[CH:26]=[CH:25][CH:24]=[C:23]([O:27][CH2:28][CH3:29])[CH:22]=3)=[CH:18][CH:19]=2)[NH:14][C:13]1=[O:30])([OH:3])=[O:2].[OH-].[K+].O.Cl. The catalyst is C(O)CO.C(O)(=O)C. The product is [CH2:28]([O:27][C:23]1[CH:22]=[C:21]([C:17]2[CH:16]=[C:15]3[C:20]([C:12](=[CH:11][C:10]4[NH:9][CH:8]=[C:7]([CH3:34])[C:6]=4[CH2:5][CH2:4][C:1]([OH:3])=[O:2])[C:13](=[O:30])[NH:14]3)=[CH:19][CH:18]=2)[CH:26]=[CH:25][CH:24]=1)[CH3:29]. The yield is 0.440. (5) The yield is 0.322. The reactants are Br[C:2]1[CH:16]=[C:15]2[C:5]([CH2:6][CH2:7][C:8]([CH3:18])([CH3:17])[C:9]32[CH2:13][O:12][C:11]([NH2:14])=[N:10]3)=[CH:4][CH:3]=1.[Cl:19][C:20]1[CH:21]=[C:22](B(O)O)[CH:23]=[N:24][CH:25]=1.C(=O)([O-])[O-].[Na+].[Na+]. The product is [Cl:19][C:20]1[CH:21]=[C:22]([C:2]2[CH:16]=[C:15]3[C:5]([CH2:6][CH2:7][C:8]([CH3:18])([CH3:17])[C:9]43[CH2:13][O:12][C:11]([NH2:14])=[N:10]4)=[CH:4][CH:3]=2)[CH:23]=[N:24][CH:25]=1. The catalyst is O1CCOCC1.O.Cl[Pd](Cl)([P](C1C=CC=CC=1)(C1C=CC=CC=1)C1C=CC=CC=1)[P](C1C=CC=CC=1)(C1C=CC=CC=1)C1C=CC=CC=1.